This data is from Reaction yield outcomes from USPTO patents with 853,638 reactions. The task is: Predict the reaction yield, written as a fraction of the theoretical maximum amount of product (1.0 means a 100% yield; for example, 0.34 means a 34% yield). The reactants are [CH3:1][C:2]1[N:12]([CH2:13][C:14]2[CH:19]=[CH:18][C:17]([NH:20][CH2:21][CH:22]3[CH2:27][CH2:26][NH:25][CH2:24][CH2:23]3)=[CH:16][CH:15]=2)[C:5]2=[N:6][C:7]([CH3:11])=[CH:8][C:9]([CH3:10])=[C:4]2[N:3]=1.[O:28]1[CH2:33][CH2:32][C:31](=O)[CH2:30][CH2:29]1.C(O[BH-](OC(=O)C)OC(=O)C)(=O)C.[Na+].[OH-].[Na+]. The catalyst is ClCCCl. The product is [CH3:1][C:2]1[N:12]([CH2:13][C:14]2[CH:19]=[CH:18][C:17]([NH:20][CH2:21][CH:22]3[CH2:23][CH2:24][N:25]([CH:31]4[CH2:32][CH2:33][O:28][CH2:29][CH2:30]4)[CH2:26][CH2:27]3)=[CH:16][CH:15]=2)[C:5]2=[N:6][C:7]([CH3:11])=[CH:8][C:9]([CH3:10])=[C:4]2[N:3]=1. The yield is 0.540.